This data is from Full USPTO retrosynthesis dataset with 1.9M reactions from patents (1976-2016). The task is: Predict the reactants needed to synthesize the given product. The reactants are: Cl[C:2]1[N:3]([C@@H:15]2[O:21][C@H:20]([CH2:22][OH:23])[C@@H:18]([OH:19])[C@H:16]2[OH:17])[C:4]2[C:9]([C:10]=1[CH:11]=[O:12])=[CH:8][C:7]([Cl:13])=[C:6]([Cl:14])[CH:5]=2.CO.C(Cl)(Cl)Cl.CO.O. Given the product [Cl:13][C:7]1[CH:8]=[C:9]2[C:4](=[CH:5][C:6]=1[Cl:14])[N:3]([C@@H:15]1[O:21][C@H:20]([CH2:22][OH:23])[C@@H:18]([OH:19])[C@H:16]1[OH:17])[C:2]([NH:3][CH:4]([CH3:9])[CH3:5])=[C:10]2[CH:11]=[O:12], predict the reactants needed to synthesize it.